Dataset: Full USPTO retrosynthesis dataset with 1.9M reactions from patents (1976-2016). Task: Predict the reactants needed to synthesize the given product. Given the product [N:11]1[CH:12]=[CH:13][CH:14]=[C:15]([CH2:21][CH2:2][CH:1]=[O:5])[CH:16]=1, predict the reactants needed to synthesize it. The reactants are: [C:1](Cl)(=[O:5])[C:2](Cl)=O.CS(C)=O.[N:11]1[CH:16]=[CH:15][C:14](CCCO)=[CH:13][CH:12]=1.[C:21]([O-])(O)=O.[Na+].